From a dataset of HIV replication inhibition screening data with 41,000+ compounds from the AIDS Antiviral Screen. Binary Classification. Given a drug SMILES string, predict its activity (active/inactive) in a high-throughput screening assay against a specified biological target. (1) The drug is Cc1cn(C2CC(O)C(CN(O)C(=O)NC3CC(n4cc(C)c(=O)[nH]c4=O)OC3CO)O2)c(=O)[nH]c1=O. The result is 0 (inactive). (2) The drug is CC(=O)OC1COC(Nc2nc(NCc3ccccc3)n(C)c(=O)c2N=O)C(OC(C)=O)C1OC(C)=O. The result is 0 (inactive). (3) The compound is COc1cc(C=CC(=NNS(=O)(=O)c2ccc(C)cc2)c2sc(NNC(C)=O)nc2C)ccc1O. The result is 0 (inactive).